From a dataset of Full USPTO retrosynthesis dataset with 1.9M reactions from patents (1976-2016). Predict the reactants needed to synthesize the given product. (1) Given the product [C:23]([O:20][C:11]1([C:12]2[CH:17]=[CH:16][C:15]([O:18][CH3:19])=[CH:14][CH:13]=2)[C:2]2([Br:21])[CH:3]([CH2:4][CH2:5][CH2:6][CH2:7]2)[C:8](=[O:10])[O:9]1)(=[O:26])[CH3:24], predict the reactants needed to synthesize it. The reactants are: O[C:2]1([C:11](=[O:20])[C:12]2[CH:17]=[CH:16][C:15]([O:18][CH3:19])=[CH:14][CH:13]=2)[CH2:7][CH2:6][CH2:5][CH2:4][CH:3]1[C:8]([OH:10])=[O:9].[Br:21]Br.[C:23]([O:26]C(=O)C)(=O)[CH3:24]. (2) The reactants are: [NH:1]([C:37]([O:39][C:40]([CH3:43])([CH3:42])[CH3:41])=[O:38])[C@@H:2]([C:12]([NH:14][C@H:15]([C:20]([N:22]1[CH2:36][CH2:35][CH2:34][C@H:23]1[C:24]([O:26]CC1C=CC=CC=1)=[O:25])=[O:21])[C@H:16]([CH2:18][CH3:19])[CH3:17])=[O:13])[CH2:3][C:4]1[CH:9]=[CH:8][C:7]([O:10][CH3:11])=[CH:6][CH:5]=1. Given the product [NH:1]([C:37]([O:39][C:40]([CH3:42])([CH3:41])[CH3:43])=[O:38])[C@@H:2]([C:12]([NH:14][C@H:15]([C:20]([N:22]1[CH2:36][CH2:35][CH2:34][C@H:23]1[C:24]([OH:26])=[O:25])=[O:21])[C@H:16]([CH2:18][CH3:19])[CH3:17])=[O:13])[CH2:3][C:4]1[CH:9]=[CH:8][C:7]([O:10][CH3:11])=[CH:6][CH:5]=1, predict the reactants needed to synthesize it. (3) The reactants are: [Br:1][C:2]1[CH:3]=[CH:4][C:5]([F:18])=[C:6]([C:8]2[N:13]=[C:12]([OH:14])[C:11]3[CH2:15][CH2:16][CH2:17][C:10]=3[N:9]=2)[CH:7]=1.C(C1C=CN(C2C=C(O[CH:38]3[CH2:55][CH:54]4[CH:40]([C:41](=[O:67])[N:42]([CH3:66])[CH2:43][CH2:44][CH2:45][CH2:46][CH:47]=[CH:48][CH:49]5[C:51]([C:57]([NH:59][S:60]([N:63]([CH3:65])[CH3:64])(=[O:62])=[O:61])=[O:58])([NH:52][C:53]4=[O:56])[CH2:50]5)[CH2:39]3)C3C(=C(C)C(OC)=CC=3)N=2)N=1)(C)C. Given the product [Br:1][C:2]1[CH:3]=[CH:4][C:5]([F:18])=[C:6]([C:8]2[N:13]=[C:12]([O:14][CH:38]3[CH2:55][CH:54]4[CH:40]([C:41](=[O:67])[N:42]([CH3:66])[CH2:43][CH2:44][CH2:45][CH2:46][CH:47]=[CH:48][CH:49]5[C:51]([C:57]([NH:59][S:60]([N:63]([CH3:64])[CH3:65])(=[O:61])=[O:62])=[O:58])([NH:52][C:53]4=[O:56])[CH2:50]5)[CH2:39]3)[C:11]3[CH2:15][CH2:16][CH2:17][C:10]=3[N:9]=2)[CH:7]=1, predict the reactants needed to synthesize it.